From a dataset of Forward reaction prediction with 1.9M reactions from USPTO patents (1976-2016). Predict the product of the given reaction. (1) Given the reactants C(O)(C(F)(F)F)=O.[NH2:8][C:9]1[C:10]2[C:17]([C:18]3[CH:23]=[CH:22][C:21]([Cl:24])=[C:20]([OH:25])[CH:19]=3)=[CH:16][N:15]([CH2:26][CH2:27][NH:28]C(=O)OC(C)(C)C)[C:11]=2[N:12]=[CH:13][N:14]=1, predict the reaction product. The product is: [NH2:8][C:9]1[C:10]2[C:17]([C:18]3[CH:23]=[CH:22][C:21]([Cl:24])=[C:20]([OH:25])[CH:19]=3)=[CH:16][N:15]([CH2:26][CH2:27][NH2:28])[C:11]=2[N:12]=[CH:13][N:14]=1. (2) Given the reactants [CH3:1][O:2][C:3]1[CH:4]=[C:5]([C:11]2[C:12](=O)[NH:13][N:14]=[C:15]([CH3:24])[C:16]=2[C:17]2[CH:22]=[CH:21][C:20]([F:23])=[CH:19][CH:18]=2)[CH:6]=[C:7]([O:9][CH3:10])[CH:8]=1.P(Cl)(Cl)([Cl:28])=O, predict the reaction product. The product is: [Cl:28][C:12]1[N:13]=[N:14][C:15]([CH3:24])=[C:16]([C:17]2[CH:22]=[CH:21][C:20]([F:23])=[CH:19][CH:18]=2)[C:11]=1[C:5]1[CH:4]=[C:3]([O:2][CH3:1])[CH:8]=[C:7]([O:9][CH3:10])[CH:6]=1. (3) Given the reactants [NH2:1][C:2]1[CH:11]=[C:10]2[C:5]([CH:6]=[CH:7][CH:8]=[N:9]2)=[CH:4][CH:3]=1.[CH:12]1([C:18]2[CH:26]=[CH:25][C:21]([C:22](O)=[O:23])=[CH:20][CH:19]=2)[CH2:17][CH2:16][CH2:15][CH2:14][CH2:13]1, predict the reaction product. The product is: [CH:12]1([C:18]2[CH:19]=[CH:20][C:21]([C:22]([NH:1][C:2]3[CH:11]=[C:10]4[C:5]([CH:6]=[CH:7][CH:8]=[N:9]4)=[CH:4][CH:3]=3)=[O:23])=[CH:25][CH:26]=2)[CH2:13][CH2:14][CH2:15][CH2:16][CH2:17]1. (4) Given the reactants [Si:1]([O:8][CH2:9][C:10]1[CH:18]=[CH:17][C:13]([C:14](O)=[O:15])=[C:12]([N+:19]([O-:21])=[O:20])[CH:11]=1)([C:4]([CH3:7])([CH3:6])[CH3:5])([CH3:3])[CH3:2].CC[N:24]=C=NCCCN(C)C.O, predict the reaction product. The product is: [Si:1]([O:8][CH2:9][C:10]1[CH:18]=[CH:17][C:13]([C:14]([NH2:24])=[O:15])=[C:12]([N+:19]([O-:21])=[O:20])[CH:11]=1)([C:4]([CH3:7])([CH3:6])[CH3:5])([CH3:3])[CH3:2]. (5) Given the reactants [Cl:1][C:2]1[CH:7]=[CH:6][C:5]([CH2:8][C:9]([NH:11][C:12]2([CH2:18][OH:19])[CH2:17][CH2:16][CH2:15][CH2:14][CH2:13]2)=[O:10])=[CH:4][CH:3]=1.O, predict the reaction product. The product is: [Cl:1][C:2]1[CH:3]=[CH:4][C:5]([CH2:8][C:9]([NH:11][C:12]2([CH:18]=[O:19])[CH2:13][CH2:14][CH2:15][CH2:16][CH2:17]2)=[O:10])=[CH:6][CH:7]=1. (6) Given the reactants [O:1]=[S:2]1(=[O:39])[CH2:7][CH2:6][CH:5]([NH:8][S:9]([C:12]2[CH:17]=[CH:16][C:15]([C:18]3[CH:23]=[CH:22][N:21]=[C:20]4[N:24]([S:30]([C:33]5[CH:38]=[CH:37][CH:36]=[CH:35][CH:34]=5)(=[O:32])=[O:31])[C:25]([C:27]([CH3:29])=[CH2:28])=[CH:26][C:19]=34)=[CH:14][CH:13]=2)(=[O:11])=[O:10])[CH2:4][CH2:3]1, predict the reaction product. The product is: [O:39]=[S:2]1(=[O:1])[CH2:3][CH2:4][CH:5]([NH:8][S:9]([C:12]2[CH:13]=[CH:14][C:15]([C:18]3[CH:23]=[CH:22][N:21]=[C:20]4[N:24]([S:30]([C:33]5[CH:34]=[CH:35][CH:36]=[CH:37][CH:38]=5)(=[O:31])=[O:32])[C:25]([CH:27]([CH3:29])[CH3:28])=[CH:26][C:19]=34)=[CH:16][CH:17]=2)(=[O:11])=[O:10])[CH2:6][CH2:7]1. (7) Given the reactants [CH:1]([C:4]1[S:5][CH:6]=[C:7]([C:9]([N:11]2[CH2:16][C:15]3([CH2:21][CH2:20][N:19]([CH2:22][CH2:23][C:24]4[CH:25]=[C:26]([CH:39]=[CH:40][CH:41]=4)[CH2:27][CH2:28][O:29][CH2:30][CH2:31][C:32]([O:34]C(C)(C)C)=[O:33])[CH2:18][CH2:17]3)[O:14][CH2:13][CH2:12]2)=[O:10])[N:8]=1)([CH3:3])[CH3:2].[F:42][C:43]([F:48])([F:47])[C:44]([OH:46])=[O:45], predict the reaction product. The product is: [F:42][C:43]([F:48])([F:47])[C:44]([OH:46])=[O:45].[CH:1]([C:4]1[S:5][CH:6]=[C:7]([C:9]([N:11]2[CH2:16][C:15]3([CH2:17][CH2:18][N:19]([CH2:22][CH2:23][C:24]4[CH:25]=[C:26]([CH:39]=[CH:40][CH:41]=4)[CH2:27][CH2:28][O:29][CH2:30][CH2:31][C:32]([OH:34])=[O:33])[CH2:20][CH2:21]3)[O:14][CH2:13][CH2:12]2)=[O:10])[N:8]=1)([CH3:3])[CH3:2].